This data is from Full USPTO retrosynthesis dataset with 1.9M reactions from patents (1976-2016). The task is: Predict the reactants needed to synthesize the given product. Given the product [Cl:80][C:81]1[N:86]=[C:85]([NH:1][C:2]2[C:11]([F:12])=[CH:10][C:9]([C:15]3[CH:20]=[N:33][N:32]([CH3:31])[CH:21]=3)=[CH:8][C:3]=2[C:4]([NH:6][CH3:7])=[O:5])[C:84]([Cl:88])=[CH:83][N:82]=1, predict the reactants needed to synthesize it. The reactants are: [NH2:1][C:2]1[C:11]([F:12])=[CH:10][C:9](Br)=[CH:8][C:3]=1[C:4]([NH:6][CH3:7])=[O:5].Br.[C:15]1([CH3:21])[CH:20]=CC=CC=1.C(O)C.C(=O)([O-])[O-].[Na+].[Na+].[CH3:31][N:32]1C=C(B2OC(C)(C)C(C)(C)O2)C=[N:33]1.NC1C(F)=CC(C2C=NN(C)C=2)=CC=1C(NC)=O.CN1CCCC1=O.C(N(CC)C(C)C)(C)C.[Cl:80][C:81]1[N:86]=[C:85](Cl)[C:84]([Cl:88])=[CH:83][N:82]=1.